From a dataset of Full USPTO retrosynthesis dataset with 1.9M reactions from patents (1976-2016). Predict the reactants needed to synthesize the given product. (1) Given the product [CH3:1][O:2][C:3]1[CH:8]=[CH:7][C:6]([O:9][CH2:12][CH2:11][C:10]#[N:13])=[CH:5][CH:4]=1, predict the reactants needed to synthesize it. The reactants are: [CH3:1][O:2][C:3]1[CH:8]=[CH:7][C:6]([OH:9])=[CH:5][CH:4]=1.[C:10](#[N:13])[CH:11]=[CH2:12]. (2) Given the product [Br-:1].[CH:8]1([C:6]([CH2:3][N+:13]2[CH:18]=[CH:17][CH:16]=[CH:15][CH:14]=2)=[O:7])[CH2:9][CH2:10]1, predict the reactants needed to synthesize it. The reactants are: [Br:1]C[C:3]1([C:6]([C:8]2(CBr)[CH2:10][CH2:9]2)=[O:7])CC1.[N:13]1[CH:18]=[CH:17][CH:16]=[CH:15][CH:14]=1.